Task: Predict the reaction yield, written as a fraction of the theoretical maximum amount of product (1.0 means a 100% yield; for example, 0.34 means a 34% yield).. Dataset: Reaction yield outcomes from USPTO patents with 853,638 reactions (1) The reactants are [NH2:1][C:2]1[N:7]=[CH:6][C:5]([C:8]([N:10]2[CH2:15][CH2:14][O:13][CH2:12][C@H:11]2[CH3:16])=[O:9])=[CH:4][CH:3]=1.Br[C:18]1[C:19](=[O:26])[N:20]([CH3:25])[CH:21]=[C:22]([Br:24])[CH:23]=1.C(=O)([O-])[O-].[Cs+].[Cs+].CC1(C)C2C(=C(P(C3C=CC=CC=3)C3C=CC=CC=3)C=CC=2)OC2C(P(C3C=CC=CC=3)C3C=CC=CC=3)=CC=CC1=2. The catalyst is C1C=CC(/C=C/C(/C=C/C2C=CC=CC=2)=O)=CC=1.C1C=CC(/C=C/C(/C=C/C2C=CC=CC=2)=O)=CC=1.C1C=CC(/C=C/C(/C=C/C2C=CC=CC=2)=O)=CC=1.[Pd].[Pd].O1CCOCC1. The product is [Br:24][C:22]1[CH:23]=[C:18]([NH:1][C:2]2[CH:3]=[CH:4][C:5]([C:8]([N:10]3[CH2:15][CH2:14][O:13][CH2:12][C@H:11]3[CH3:16])=[O:9])=[CH:6][N:7]=2)[C:19](=[O:26])[N:20]([CH3:25])[CH:21]=1. The yield is 0.700. (2) The reactants are [Cl:1][C:2]1[CH:7]=[C:6]2[NH:8][C:9](=[O:42])[C:10]3([CH:15]([C:16]4[CH:21]=[CH:20][CH:19]=[C:18]([Cl:22])[CH:17]=4)[CH2:14][C:13](=[O:23])[NH:12][CH:11]3[C:24]3[CH:29]=[C:28](I)[CH:27]=[CH:26][C:25]=3[O:31][C:32]3[CH:37]=[CH:36][C:35]([C:38]([O:40][CH3:41])=[O:39])=[CH:34][CH:33]=3)[C:5]2=[CH:4][CH:3]=1.C[Si]([C:47]#[CH:48])(C)C.C(N(CC)CC)C.[OH-].[Na+]. The catalyst is CN(C)C=O.CO.[Cu]I. The product is [Cl:1][C:2]1[CH:7]=[C:6]2[NH:8][C:9](=[O:42])[C:10]3([CH:15]([C:16]4[CH:21]=[CH:20][CH:19]=[C:18]([Cl:22])[CH:17]=4)[CH2:14][C:13](=[O:23])[NH:12][CH:11]3[C:24]3[CH:29]=[C:28]([C:47]#[CH:48])[CH:27]=[CH:26][C:25]=3[O:31][C:32]3[CH:37]=[CH:36][C:35]([C:38]([O:40][CH3:41])=[O:39])=[CH:34][CH:33]=3)[C:5]2=[CH:4][CH:3]=1. The yield is 0.730. (3) The reactants are [F:1][CH:2]([F:40])[O:3][C:4]1[CH:5]=[CH:6][C:7]([C:10]([F:39])([F:38])[CH2:11][N:12]2[CH2:17][CH2:16][CH:15]([NH:18][C:19]3[C:20]4[CH:27]=[CH:26][N:25](S(C5C=CC(C)=CC=5)(=O)=O)[C:21]=4[N:22]=[CH:23][N:24]=3)[CH2:14][CH2:13]2)=[N:8][CH:9]=1.[OH-].[Na+]. The catalyst is C1COCC1. The product is [F:40][CH:2]([F:1])[O:3][C:4]1[CH:5]=[CH:6][C:7]([C:10]([F:39])([F:38])[CH2:11][N:12]2[CH2:13][CH2:14][CH:15]([NH:18][C:19]3[C:20]4[CH:27]=[CH:26][NH:25][C:21]=4[N:22]=[CH:23][N:24]=3)[CH2:16][CH2:17]2)=[N:8][CH:9]=1. The yield is 0.780. (4) The reactants are [C:1]([O:5][C:6](=[O:28])[CH:7]([NH:11][S:12]([C:15]1[CH:20]=[CH:19][C:18]([C:21]2[CH:26]=[CH:25][C:24]([OH:27])=[CH:23][CH:22]=2)=[CH:17][CH:16]=1)(=[O:14])=[O:13])[CH:8]([CH3:10])[CH3:9])([CH3:4])([CH3:3])[CH3:2].[F:29][C:30]1[CH:35]=[CH:34][C:33]([N:36]=[C:37]=[O:38])=[CH:32][CH:31]=1.CCN(CC)CC. The catalyst is C(OCC)C. The product is [C:1]([O:5][C:6](=[O:28])[CH:7]([NH:11][S:12]([C:15]1[CH:16]=[CH:17][C:18]([C:21]2[CH:22]=[CH:23][C:24]([O:27][C:37](=[O:38])[NH:36][C:33]3[CH:34]=[CH:35][C:30]([F:29])=[CH:31][CH:32]=3)=[CH:25][CH:26]=2)=[CH:19][CH:20]=1)(=[O:14])=[O:13])[CH:8]([CH3:10])[CH3:9])([CH3:3])([CH3:4])[CH3:2]. The yield is 0.570. (5) The reactants are [CH3:1][C:2]1[O:6][N:5]=[C:4]([C:7]2[CH:12]=[CH:11][CH:10]=[CH:9][CH:8]=2)[C:3]=1[CH2:13][O:14][C:15]1[N:20]=[CH:19][C:18]([NH2:21])=[CH:17][CH:16]=1.C(N(CC)CC)C.[C:29](Cl)(=[O:31])[CH3:30]. The catalyst is C1COCC1. The product is [CH3:1][C:2]1[O:6][N:5]=[C:4]([C:7]2[CH:12]=[CH:11][CH:10]=[CH:9][CH:8]=2)[C:3]=1[CH2:13][O:14][C:15]1[N:20]=[CH:19][C:18]([NH:21][C:29](=[O:31])[CH3:30])=[CH:17][CH:16]=1. The yield is 0.840.